From a dataset of Catalyst prediction with 721,799 reactions and 888 catalyst types from USPTO. Predict which catalyst facilitates the given reaction. (1) Reactant: [CH3:1][C:2]([OH:6])([C:4]#[CH:5])[CH3:3].C([Li])CCC.[CH3:12][O:13][CH2:14][C:15](=[O:17])[CH3:16]. Product: [CH3:12][O:13][CH2:14][C:15]([CH3:16])([OH:17])[C:5]#[C:4][C:2]([CH3:3])([OH:6])[CH3:1]. The catalyst class is: 7. (2) Reactant: Cl[C:2]1[CH:7]=[CH:6][C:5]([Cl:8])=[CH:4][N:3]=1.[S:9]1[C:13]2[CH:14]=[CH:15][CH:16]=[CH:17][C:12]=2[CH:11]=[C:10]1B(O)O.C1(C)C=CC=CC=1.C(=O)([O-])[O-].[Na+].[Na+]. Product: [Cl:8][C:5]1[CH:6]=[CH:7][C:2]([C:10]2[S:9][C:13]3[CH:14]=[CH:15][CH:16]=[CH:17][C:12]=3[CH:11]=2)=[N:3][CH:4]=1. The catalyst class is: 461.